Dataset: Reaction yield outcomes from USPTO patents with 853,638 reactions. Task: Predict the reaction yield, written as a fraction of the theoretical maximum amount of product (1.0 means a 100% yield; for example, 0.34 means a 34% yield). The reactants are [CH3:1][C:2]1[C:6]2[CH:7]=[C:8]([C:11]([O:13]C)=[O:12])[CH:9]=[CH:10][C:5]=2[O:4][CH:3]=1.[OH-].[Na+]. The catalyst is CO.O. The product is [CH3:1][C:2]1[C:6]2[CH:7]=[C:8]([C:11]([OH:13])=[O:12])[CH:9]=[CH:10][C:5]=2[O:4][CH:3]=1. The yield is 0.950.